From a dataset of NCI-60 drug combinations with 297,098 pairs across 59 cell lines. Regression. Given two drug SMILES strings and cell line genomic features, predict the synergy score measuring deviation from expected non-interaction effect. (1) Drug 1: C1CC2CC3=C(CC1C24CN(S(=O)(=O)N4)CC(F)(F)F)C=CC(=C3)C=CCN5CCC(CC5)C(F)(F)F. Drug 2: CC1CC(C(C(C=C(C(C(C=CC=C(C(=O)NC2=CC(=O)C(=C(C1)C2=O)OC)C)OC)OC(=O)N)C)C)O)OC. Cell line: NCI-H460. Synergy scores: CSS=52.9, Synergy_ZIP=-1.06, Synergy_Bliss=-1.44, Synergy_Loewe=-3.99, Synergy_HSA=0.435. (2) Drug 1: CN(CCCl)CCCl.Cl. Drug 2: C1CNP(=O)(OC1)N(CCCl)CCCl. Cell line: OVCAR3. Synergy scores: CSS=8.22, Synergy_ZIP=-0.928, Synergy_Bliss=0.602, Synergy_Loewe=-7.51, Synergy_HSA=-1.14.